From a dataset of Catalyst prediction with 721,799 reactions and 888 catalyst types from USPTO. Predict which catalyst facilitates the given reaction. (1) Reactant: [C:1]([NH2:5])([CH3:4])([CH3:3])[CH3:2].[N+:6]([C:9]1[CH:14]=[CH:13][C:12]([S:15](Cl)(=[O:17])=[O:16])=[CH:11][CH:10]=1)([O-:8])=[O:7]. Product: [C:1]([NH:5][S:15]([C:12]1[CH:11]=[CH:10][C:9]([N+:6]([O-:8])=[O:7])=[CH:14][CH:13]=1)(=[O:16])=[O:17])([CH3:4])([CH3:3])[CH3:2]. The catalyst class is: 1. (2) Reactant: [CH3:1][C:2]([O:5][C:6]([N:8]1[CH2:13][CH2:12][CH:11]([C:14]([OH:16])=O)[CH2:10][CH2:9]1)=[O:7])([CH3:4])[CH3:3].C(N1C=CN=C1)(N1C=CN=C1)=O.[C:29]([C:31]1[CH:36]=[CH:35][C:34]([N:37]([CH2:43][C:44]([F:47])([F:46])[F:45])[CH2:38][C:39](=[NH:42])[NH:40]O)=[CH:33][C:32]=1[C:48]([F:51])([F:50])[F:49])#[N:30]. Product: [C:29]([C:31]1[CH:36]=[CH:35][C:34]([N:37]([CH2:38][C:39]2[N:42]=[C:14]([CH:11]3[CH2:10][CH2:9][N:8]([C:6]([O:5][C:2]([CH3:1])([CH3:3])[CH3:4])=[O:7])[CH2:13][CH2:12]3)[O:16][N:40]=2)[CH2:43][C:44]([F:46])([F:47])[F:45])=[CH:33][C:32]=1[C:48]([F:49])([F:50])[F:51])#[N:30]. The catalyst class is: 1. (3) Reactant: [Cl:1][C:2]1[C:7]([Cl:8])=[C:6]([S:9](=[O:19])(=[O:18])[NH:10][C@@H:11]([CH2:16][CH3:17])[C:12]([F:15])([F:14])[F:13])[CH:5]=[CH:4][C:3]=1[C:20]1[S:24][C:23]([C:25]2[O:29][C:28]([CH2:30][C:31]([CH3:36])([CH3:35])[C:32](O)=[O:33])=[N:27][N:26]=2)=[N:22][C:21]=1[C:37]([N:39]1[CH2:44][CH2:43][CH:42]([F:45])[CH2:41][CH2:40]1)=[O:38].[NH4+].[Cl-].C[N:49](C(ON1N=NC2C=CC=NC1=2)=[N+](C)C)C.F[P-](F)(F)(F)(F)F.O. Product: [Cl:1][C:2]1[C:7]([Cl:8])=[C:6]([S:9](=[O:19])(=[O:18])[NH:10][C@@H:11]([CH2:16][CH3:17])[C:12]([F:13])([F:14])[F:15])[CH:5]=[CH:4][C:3]=1[C:20]1[S:24][C:23]([C:25]2[O:29][C:28]([CH2:30][C:31]([CH3:36])([CH3:35])[C:32]([NH2:49])=[O:33])=[N:27][N:26]=2)=[N:22][C:21]=1[C:37]([N:39]1[CH2:44][CH2:43][CH:42]([F:45])[CH2:41][CH2:40]1)=[O:38]. The catalyst class is: 23.